This data is from Forward reaction prediction with 1.9M reactions from USPTO patents (1976-2016). The task is: Predict the product of the given reaction. (1) The product is: [CH3:1][N:2]1[CH2:15][CH2:14][C:5]2[N:6]([CH2:18][C:19]([C:22]3[CH:23]=[N:24][CH:25]=[CH:26][CH:27]=3)([OH:20])[CH3:21])[C:7]3[CH:8]=[CH:9][C:10]([CH3:13])=[CH:11][C:12]=3[C:4]=2[CH2:3]1. Given the reactants [CH3:1][N:2]1[CH2:15][CH2:14][C:5]2[NH:6][C:7]3[CH:8]=[CH:9][C:10]([CH3:13])=[CH:11][C:12]=3[C:4]=2[CH2:3]1.[H-].[Na+].[CH3:18][C:19]1([C:22]2[CH:23]=[N:24][CH:25]=[CH:26][CH:27]=2)[CH2:21][O:20]1, predict the reaction product. (2) Given the reactants [CH3:1][O:2][C:3](=[O:50])[NH:4][C@@H:5]([CH2:47]SC)[C:6](=[O:46])[NH:7][C@@H:8]([CH2:39][C:40]1[CH:45]=[CH:44][CH:43]=[CH:42][CH:41]=1)[C@@H:9]([OH:38])[CH2:10][C@H:11]([CH2:25][C:26]1[CH:31]=[CH:30][C:29]([C:32]2[CH:37]=[CH:36][CH:35]=[CH:34][N:33]=2)=[CH:28][CH:27]=1)[NH:12][C:13](=[O:24])[C@H:14]([C:20]([CH3:23])([CH3:22])[CH3:21])[NH:15][C:16](=[O:19])[O:17][CH3:18].O[O:52][S:53]([O-:55])=O.[K+].[CH3:57]O, predict the reaction product. The product is: [CH3:1][O:2][C:3](=[O:50])[NH:4][C@@H:5]([CH2:47][S:53]([CH3:57])(=[O:55])=[O:52])[C:6](=[O:46])[NH:7][C@@H:8]([CH2:39][C:40]1[CH:41]=[CH:42][CH:43]=[CH:44][CH:45]=1)[C@@H:9]([OH:38])[CH2:10][C@H:11]([CH2:25][C:26]1[CH:31]=[CH:30][C:29]([C:32]2[CH:37]=[CH:36][CH:35]=[CH:34][N:33]=2)=[CH:28][CH:27]=1)[NH:12][C:13](=[O:24])[C@H:14]([C:20]([CH3:23])([CH3:22])[CH3:21])[NH:15][C:16](=[O:19])[O:17][CH3:18]. (3) The product is: [CH3:1][N:2]1[CH:6]=[C:5]([N:7]2[CH:25]=[CH:23][C:22](=[O:24])[C:9]([C:10]([C:12]3[CH:13]=[C:14]4[C:19](=[CH:20][CH:21]=3)[N:18]=[CH:17][CH:16]=[CH:15]4)=[O:11])=[N:8]2)[CH:4]=[N:3]1. Given the reactants [CH3:1][N:2]1[CH:6]=[C:5](/[N:7]=[N:8]/[CH:9]([C:22](=[O:24])[CH3:23])[C:10]([C:12]2[CH:13]=[C:14]3[C:19](=[CH:20][CH:21]=2)[N:18]=[CH:17][CH:16]=[CH:15]3)=[O:11])[CH:4]=[N:3]1.[CH3:25]N(C(OC)OC)C, predict the reaction product. (4) Given the reactants [CH3:1][C:2]1[NH:6][N:5]=[C:4]([C:7]([O:9][CH2:10][CH2:11]Cl)=[O:8])[CH:3]=1.C([O-])([O-])=O.[Cs+].[Cs+], predict the reaction product. The product is: [CH3:1][C:2]1[CH:3]=[C:4]2[C:7](=[O:8])[O:9][CH2:10][CH2:11][N:5]2[N:6]=1. (5) Given the reactants Cl[C:2]1[N:7]=[C:6]([CH2:8][C:9]([C:11]2[CH:12]=[C:13]([NH:17][C:18](=[O:27])[C:19]3[CH:24]=[C:23]([F:25])[CH:22]=[CH:21][C:20]=3[F:26])[CH:14]=[CH:15][CH:16]=2)=[O:10])[CH:5]=[CH:4][N:3]=1.[CH3:28]C(O)C.[CH3:32][N:33]([CH3:46])[CH2:34][CH2:35][CH2:36][NH:37][C:38]1[CH:43]=[CH:42][C:41]([NH2:44])=[CH:40][C:39]=1[F:45], predict the reaction product. The product is: [CH3:46][N:33]([CH3:32])[CH2:34][CH2:35][CH2:36][NH:37][C:38]1[CH:43]=[CH:42][C:41]([NH:44][C:2]2[N:7]=[C:6]([CH2:8][C:9]([C:11]3[CH:12]=[C:13]([N:17]([CH3:28])[C:18](=[O:27])[C:19]4[CH:24]=[C:23]([F:25])[CH:22]=[CH:21][C:20]=4[F:26])[CH:14]=[CH:15][CH:16]=3)=[O:10])[CH:5]=[CH:4][N:3]=2)=[CH:40][C:39]=1[F:45]. (6) Given the reactants [NH2:1][C:2]([CH:4]1[CH2:8][CH:7](OS(C)(=O)=O)[CH2:6][N:5]1[C:14]([O:16][C:17]([CH3:20])([CH3:19])[CH3:18])=[O:15])=[O:3].C1COCC1.[F-:26].C([N+](CCCC)(CCCC)CCCC)CCC.O, predict the reaction product. The product is: [NH2:1][C:2]([C@@H:4]1[CH2:8][C@H:7]([F:26])[CH2:6][N:5]1[C:14]([O:16][C:17]([CH3:20])([CH3:19])[CH3:18])=[O:15])=[O:3]. (7) Given the reactants [CH:1]1([CH2:4][O:5][C:6]2[N:11]=[C:10]([C:12]([NH:14][C@@H:15]([CH2:21][CH:22]([CH3:24])[CH3:23])[C:16]([O:18]CC)=[O:17])=[O:13])[CH:9]=[CH:8][C:7]=2[N:25]2[CH2:28][C:27]([F:30])([F:29])[CH2:26]2)[CH2:3][CH2:2]1.[OH-].[Li+], predict the reaction product. The product is: [CH:1]1([CH2:4][O:5][C:6]2[N:11]=[C:10]([C:12]([NH:14][C@@H:15]([CH2:21][CH:22]([CH3:24])[CH3:23])[C:16]([OH:18])=[O:17])=[O:13])[CH:9]=[CH:8][C:7]=2[N:25]2[CH2:28][C:27]([F:29])([F:30])[CH2:26]2)[CH2:3][CH2:2]1. (8) Given the reactants Br[C:2]1[CH:7]=[C:6]([Cl:8])[CH:5]=[CH:4][C:3]=1[F:9].[Li]CCCC.CON(C)[C:18]([CH:20]1[CH2:25][CH2:24][N:23]([C:26]([O:28][C:29]([CH3:32])([CH3:31])[CH3:30])=[O:27])[CH2:22][CH2:21]1)=[O:19], predict the reaction product. The product is: [Cl:8][C:6]1[CH:5]=[CH:4][C:3]([F:9])=[C:2]([CH:7]=1)[C:18]([CH:20]1[CH2:25][CH2:24][N:23]([C:26]([O:28][C:29]([CH3:32])([CH3:31])[CH3:30])=[O:27])[CH2:22][CH2:21]1)=[O:19].